Dataset: Reaction yield outcomes from USPTO patents with 853,638 reactions. Task: Predict the reaction yield, written as a fraction of the theoretical maximum amount of product (1.0 means a 100% yield; for example, 0.34 means a 34% yield). (1) The reactants are [CH3:1][CH:2]1[C:6](=[O:7])[CH2:5][CH2:4][C:3]1=[O:8].CI.[OH-].[K+].O1CCOC[CH2:14]1. The catalyst is O. The product is [CH3:1][C:2]1([CH3:14])[C:6](=[O:7])[CH2:5][CH2:4][C:3]1=[O:8]. The yield is 0.930. (2) The product is [Cl:25][C:20]1[CH:21]=[CH:22][CH:23]=[CH:24][C:19]=1[C:13]1[O:12][C:11]([C:9]2[C:8]([CH3:26])=[CH:7][N:6]=[C:5]([NH:4][C:1](=[O:3])[CH3:2])[CH:10]=2)=[N:15][C:14]=1[C:16]1[NH:18][CH:30]=[N:28][N:35]=1. The catalyst is C1(C)C=CC=CC=1. The yield is 0.450. The reactants are [C:1]([NH:4][C:5]1[CH:10]=[C:9]([C:11]2[O:12][C:13]([C:19]3[CH:24]=[CH:23][CH:22]=[CH:21][C:20]=3[Cl:25])=[C:14]([C:16]([NH2:18])=O)[N:15]=2)[C:8]([CH3:26])=[CH:7][N:6]=1)(=[O:3])[CH3:2].C[N:28]([CH:30](OC)OC)C.[NH2:35]N.C([O-])(O)=O.[Na+]. (3) The reactants are [Cl:1][C:2]1[CH:7]=[C:6](I)[CH:5]=[C:4]([Cl:9])[C:3]=1[CH3:10].CC([O-])=O.[K+].[B:16]1([B:16]2[O:20][C:19]([CH3:22])([CH3:21])[C:18]([CH3:24])([CH3:23])[O:17]2)[O:20][C:19]([CH3:22])([CH3:21])[C:18]([CH3:24])([CH3:23])[O:17]1. The catalyst is CN(C=O)C.C1C=CC(P(C2C=CC=CC=2)[C-]2C=CC=C2)=CC=1.C1C=CC(P(C2C=CC=CC=2)[C-]2C=CC=C2)=CC=1.Cl[Pd]Cl.[Fe+2]. The product is [Cl:1][C:2]1[CH:7]=[C:6]([B:16]2[O:20][C:19]([CH3:22])([CH3:21])[C:18]([CH3:24])([CH3:23])[O:17]2)[CH:5]=[C:4]([Cl:9])[C:3]=1[CH3:10]. The yield is 0.620. (4) The reactants are [CH:1]1([CH2:6][CH:7]([C:18]2[NH:29][C:21]3=[N:22][CH:23]=[C:24]([C:26]([OH:28])=O)[CH:25]=[C:20]3[CH:19]=2)[C:8]2[CH:13]=[CH:12][C:11]([S:14]([CH3:17])(=[O:16])=[O:15])=[CH:10][CH:9]=2)[CH2:5][CH2:4][CH2:3][CH2:2]1.Cl.CN.[CH3:33][N:34]1CCOCC1.O.ON1C2C=CC=CC=2N=N1.Cl.CN(C)CCCN=C=NCC. The catalyst is ClCCl.CN(C)C=O.C(OCC)(=O)C. The product is [CH3:33][NH:34][C:26]([C:24]1[CH:25]=[C:20]2[CH:19]=[C:18]([CH:7]([C:8]3[CH:13]=[CH:12][C:11]([S:14]([CH3:17])(=[O:15])=[O:16])=[CH:10][CH:9]=3)[CH2:6][CH:1]3[CH2:2][CH2:3][CH2:4][CH2:5]3)[NH:29][C:21]2=[N:22][CH:23]=1)=[O:28]. The yield is 0.300. (5) The reactants are [CH2:1]([C:13]1[CH:18]=[CH:17][C:16]([C:19]2[N:20]=[C:21]([CH2:24]O)[O:22][CH:23]=2)=[CH:15][CH:14]=1)[CH2:2][CH2:3][CH2:4][CH2:5][CH2:6][CH2:7][CH2:8][CH2:9][CH2:10][CH2:11][CH3:12].CS(Cl)(=O)=O.[C-:31]#[N:32].[K+]. The catalyst is C(Cl)Cl.CN(C=O)C.CCOC(C)=O. The product is [CH2:1]([C:13]1[CH:18]=[CH:17][C:16]([C:19]2[N:20]=[C:21]([CH2:24][C:31]#[N:32])[O:22][CH:23]=2)=[CH:15][CH:14]=1)[CH2:2][CH2:3][CH2:4][CH2:5][CH2:6][CH2:7][CH2:8][CH2:9][CH2:10][CH2:11][CH3:12]. The yield is 0.910.